From a dataset of Full USPTO retrosynthesis dataset with 1.9M reactions from patents (1976-2016). Predict the reactants needed to synthesize the given product. (1) Given the product [Cl:1][C:2]1[CH:3]=[CH:4][C:5]([O:23][CH:24]([F:26])[F:25])=[C:6]([C:8]2[C:13]([O:14][CH3:15])=[CH:12][N:11]([CH:16]([CH2:20][CH3:21])[C:17]([NH:27][C:28]3[CH:29]=[CH:30][C:31]4[N:32]([CH:34]=[C:35]([C:37]([O:39][CH2:40][CH3:41])=[O:38])[N:36]=4)[CH:33]=3)=[O:18])[C:10](=[O:22])[CH:9]=2)[CH:7]=1, predict the reactants needed to synthesize it. The reactants are: [Cl:1][C:2]1[CH:3]=[CH:4][C:5]([O:23][CH:24]([F:26])[F:25])=[C:6]([C:8]2[C:13]([O:14][CH3:15])=[CH:12][N:11]([CH:16]([CH2:20][CH3:21])[C:17](O)=[O:18])[C:10](=[O:22])[CH:9]=2)[CH:7]=1.[NH2:27][C:28]1[CH:29]=[CH:30][C:31]2[N:32]([CH:34]=[C:35]([C:37]([O:39][CH2:40][CH3:41])=[O:38])[N:36]=2)[CH:33]=1. (2) Given the product [CH2:46]([N:19]1[C:15]([CH:14]([NH:20][C:21]([N:23]2[CH2:24][CH2:25][CH:26]([N:29]3[CH2:38][C:37]4[C:32](=[CH:33][CH:34]=[CH:35][CH:36]=4)[NH:31][C:30]3=[O:39])[CH2:27][CH2:28]2)=[O:22])[CH2:13][C:5]2[CH:6]=[C:7]3[C:11](=[C:3]([CH2:1][CH3:2])[CH:4]=2)[NH:10][N:9]=[C:8]3[CH3:12])=[N:16][N:17]=[N:18]1)[C:47]1[CH:52]=[CH:51][CH:50]=[CH:49][CH:48]=1, predict the reactants needed to synthesize it. The reactants are: [CH2:1]([C:3]1[CH:4]=[C:5]([CH2:13][CH:14]([NH:20][C:21]([N:23]2[CH2:28][CH2:27][CH:26]([N:29]3[CH2:38][C:37]4[C:32](=[CH:33][CH:34]=[CH:35][CH:36]=4)[NH:31][C:30]3=[O:39])[CH2:25][CH2:24]2)=[O:22])[C:15]2[NH:19][N:18]=[N:17][N:16]=2)[CH:6]=[C:7]2[C:11]=1[NH:10][N:9]=[C:8]2[CH3:12])[CH3:2].C(=O)([O-])[O-].[Na+].[Na+].[CH2:46](Br)[C:47]1[CH:52]=[CH:51][CH:50]=[CH:49][CH:48]=1. (3) The reactants are: F[C:2]1[C:3]([CH3:19])=[C:4]([CH:9]=[CH:10][C:11]=1[C:12]([F:18])([F:17])[C:13]([F:16])([F:15])[F:14])[C:5]([O:7][CH3:8])=[O:6].CN(C)C=O.[CH3:25][S-:26].[Na+]. Given the product [CH3:19][C:3]1[C:2]([S:26][CH3:25])=[C:11]([C:12]([F:18])([F:17])[C:13]([F:16])([F:15])[F:14])[CH:10]=[CH:9][C:4]=1[C:5]([O:7][CH3:8])=[O:6], predict the reactants needed to synthesize it. (4) Given the product [C:21]([CH2:6][CH:7]1[CH2:12][CH2:11][N:10]([C:13]([O:15][C:16]([CH3:19])([CH3:18])[CH3:17])=[O:14])[CH2:9][CH2:8]1)#[N:22], predict the reactants needed to synthesize it. The reactants are: CS(O[CH2:6][CH:7]1[CH2:12][CH2:11][N:10]([C:13]([O:15][C:16]([CH3:19])([CH3:18])[CH3:17])=[O:14])[CH2:9][CH2:8]1)(=O)=O.O.[C-:21]#[N:22].[Na+]. (5) Given the product [N:8]1([CH2:4][C@@H:3]([OH:5])[C:2]([CH3:7])([CH3:6])[CH3:1])[C:12]2[CH:13]=[CH:14][CH:15]=[CH:16][C:11]=2[N:10]=[CH:9]1, predict the reactants needed to synthesize it. The reactants are: [CH3:1][C:2]([CH3:7])([CH3:6])[C@@H:3]1[O:5][CH2:4]1.[N:8]1[C:12]2[CH:13]=[CH:14][CH:15]=[CH:16][C:11]=2[NH:10][CH:9]=1. (6) The reactants are: Cl[C:2]1[C:11]2[C:6](=[N:7][CH:8]=[CH:9][CH:10]=2)[N:5]=[C:4]([C:12]2[CH:17]=[CH:16][CH:15]=[CH:14][CH:13]=2)[C:3]=1[CH3:18].[O:19]1[CH2:24][CH2:23][N:22]([C:25]2[CH:26]=[C:27]3[NH:33][CH2:32][C:31]4([CH2:38][CH2:37][O:36][CH2:35][CH2:34]4)[C:28]3=[N:29][CH:30]=2)[CH2:21][CH2:20]1.CC(C)([O-])C.[Na+]. Given the product [CH3:18][C:3]1[C:4]([C:12]2[CH:17]=[CH:16][CH:15]=[CH:14][CH:13]=2)=[N:5][C:6]2[C:11]([C:2]=1[N:33]1[C:27]3[C:28](=[N:29][CH:30]=[C:25]([N:22]4[CH2:23][CH2:24][O:19][CH2:20][CH2:21]4)[CH:26]=3)[C:31]3([CH2:38][CH2:37][O:36][CH2:35][CH2:34]3)[CH2:32]1)=[CH:10][CH:9]=[CH:8][N:7]=2, predict the reactants needed to synthesize it. (7) Given the product [CH3:30][O:29][CH:13]([O:12][CH3:11])[C:14]1[N:23]=[C:22]2[C:17]([CH2:18][CH2:19][CH2:20][N:21]2[C:38]([O:37][C:31]2[CH:36]=[CH:35][CH:34]=[CH:33][CH:32]=2)=[O:39])=[CH:16][C:15]=1[N:24]1[CH:28]=[CH:27][N:26]=[CH:25]1, predict the reactants needed to synthesize it. The reactants are: [Li+].C[Si]([N-][Si](C)(C)C)(C)C.[CH3:11][O:12][CH:13]([O:29][CH3:30])[C:14]1[N:23]=[C:22]2[C:17]([CH2:18][CH2:19][CH2:20][NH:21]2)=[CH:16][C:15]=1[N:24]1[CH:28]=[CH:27][N:26]=[CH:25]1.[C:31]1([O:37][C:38](=O)[O:39]C2C=CC=CC=2)[CH:36]=[CH:35][CH:34]=[CH:33][CH:32]=1. (8) Given the product [Na+:1].[CH:17]1([CH2:16][O:2][C:3]2[CH:8]=[CH:7][C:6]([S:9]([O-:12])(=[O:10])=[O:11])=[CH:5][CH:4]=2)[CH2:19][CH2:18]1, predict the reactants needed to synthesize it. The reactants are: [Na+:1].[OH:2][C:3]1[CH:8]=[CH:7][C:6]([S:9]([O-:12])(=[O:11])=[O:10])=[CH:5][CH:4]=1.[H-].[Na+].Br[CH2:16][CH:17]1[CH2:19][CH2:18]1. (9) Given the product [Si:29]([O:1][CH2:2][C:3]1[N:4]([CH2:12][O:13][CH2:14][CH2:15][Si:16]([CH3:18])([CH3:17])[CH3:19])[CH:5]=[C:6]([C:8]([O:10][CH3:11])=[O:9])[N:7]=1)([C:26]([CH3:28])([CH3:27])[CH3:25])([CH3:31])[CH3:30], predict the reactants needed to synthesize it. The reactants are: [OH:1][CH2:2][C:3]1[N:4]([CH2:12][O:13][CH2:14][CH2:15][Si:16]([CH3:19])([CH3:18])[CH3:17])[CH:5]=[C:6]([C:8]([O:10][CH3:11])=[O:9])[N:7]=1.N1C=CN=C1.[CH3:25][C:26]([Si:29](Cl)([CH3:31])[CH3:30])([CH3:28])[CH3:27]. (10) Given the product [CH3:36][O:2][C:3]1[CH:8]=[CH:7][C:6]([O:9][CH3:10])=[CH:5][C:4]=1[C:11]([OH:12])([C:13]1[CH:14]=[CH:15][CH:16]=[CH:17][CH:18]=1)[C:26]1([OH:27])[CH2:28][CH2:33][CH2:32]1, predict the reactants needed to synthesize it. The reactants are: [Al].[OH:2][C:3]1[CH:8]=[CH:7][C:6]([O:9][CH3:10])=[CH:5][C:4]=1[C:11]([C:13]1[CH:18]=[CH:17][CH:16]=[CH:15][CH:14]=1)=[O:12].OC1C=CC(OC)=C([C:26]([C:28]2[CH:33]=[CH:32]C=CC=2)=[O:27])C=1.[C:36]1(=O)CCC1.